From a dataset of Full USPTO retrosynthesis dataset with 1.9M reactions from patents (1976-2016). Predict the reactants needed to synthesize the given product. (1) Given the product [CH3:1][O:2][C:3]1[C:20]([O:21][CH3:22])=[CH:19][C:6]([CH2:7][CH:8]([C:9]([O:11][CH2:12][CH3:13])=[O:10])[C:14]([O:16][CH2:17][CH3:18])=[O:15])=[C:5]([N+:23]([O-:25])=[O:24])[CH:4]=1, predict the reactants needed to synthesize it. The reactants are: [CH3:1][O:2][C:3]1[C:20]([O:21][CH3:22])=[CH:19][C:6]([CH:7]=[C:8]([C:14]([O:16][CH2:17][CH3:18])=[O:15])[C:9]([O:11][CH2:12][CH3:13])=[O:10])=[C:5]([N+:23]([O-:25])=[O:24])[CH:4]=1.C([BH3-])#N.[Na+].BrC1C=CC=C(O)C=1C.Cl. (2) Given the product [CH3:16][O:17][CH:18]([O:21][CH3:22])/[CH:19]=[C:9](\[CH3:15])/[C:10]([O:12][CH2:13][CH3:14])=[O:11], predict the reactants needed to synthesize it. The reactants are: C(OP([CH:9]([CH3:15])[C:10]([O:12][CH2:13][CH3:14])=[O:11])(OCC)=O)C.[CH3:16][O:17][CH:18]([O:21][CH3:22])[CH:19]=O.O. (3) Given the product [OH:16][NH:15][C:5](=[NH:6])[C:4]1[CH:7]=[CH:8][C:9]([O:10][CH:11]([CH3:12])[CH3:13])=[C:2]([I:1])[CH:3]=1, predict the reactants needed to synthesize it. The reactants are: [I:1][C:2]1[CH:3]=[C:4]([CH:7]=[CH:8][C:9]=1[O:10][CH:11]([CH3:13])[CH3:12])[C:5]#[N:6].Cl.[NH2:15][OH:16].CCN(C(C)C)C(C)C.